Dataset: Full USPTO retrosynthesis dataset with 1.9M reactions from patents (1976-2016). Task: Predict the reactants needed to synthesize the given product. (1) Given the product [C:37]([NH:36][C:32]1[CH:31]=[C:30]([NH:1][C:2]2[CH:14]=[C:13]([CH2:15][CH2:16][C:17]3[CH:18]=[CH:19][CH:20]=[CH:21][CH:22]=3)[CH:12]=[CH:11][C:3]=2[C:4]([O:6][C:7]([CH3:10])([CH3:9])[CH3:8])=[O:5])[CH:35]=[CH:34][CH:33]=1)(=[O:39])[CH3:38], predict the reactants needed to synthesize it. The reactants are: [NH2:1][C:2]1[CH:14]=[C:13]([CH2:15][CH2:16][C:17]2[CH:22]=[CH:21][CH:20]=[CH:19][CH:18]=2)[CH:12]=[CH:11][C:3]=1[C:4]([O:6][C:7]([CH3:10])([CH3:9])[CH3:8])=[O:5].C(=O)([O-])[O-].[Cs+].[Cs+].Br[C:30]1[CH:31]=[C:32]([NH:36][C:37](=[O:39])[CH3:38])[CH:33]=[CH:34][CH:35]=1.C1(P(C2CCCCC2)C2C=CC=CC=2C2C(C(C)C)=CC(C(C)C)=CC=2C(C)C)CCCCC1. (2) The reactants are: [CH3:1][C:2]1[CH:7]=[CH:6][C:5]([NH:8][C:9](=[O:22])[C:10]2[CH:15]=[CH:14][CH:13]=[C:12]([N:16]3[CH2:21][CH2:20][O:19][CH2:18][CH2:17]3)[CH:11]=2)=[CH:4][C:3]=1[NH:23][C:24](=[O:36])[C:25]1[CH:30]=[CH:29][CH:28]=[C:27]([NH:31][S:32]([CH3:35])(=[O:34])=[O:33])[CH:26]=1.[CH2:37](I)[CH3:38]. Given the product [CH3:1][C:2]1[CH:7]=[CH:6][C:5]([NH:8][C:9](=[O:22])[C:10]2[CH:15]=[CH:14][CH:13]=[C:12]([N:16]3[CH2:17][CH2:18][O:19][CH2:20][CH2:21]3)[CH:11]=2)=[CH:4][C:3]=1[NH:23][C:24](=[O:36])[C:25]1[CH:30]=[CH:29][CH:28]=[C:27]([N:31]([S:32]([CH3:35])(=[O:33])=[O:34])[CH2:37][CH3:38])[CH:26]=1, predict the reactants needed to synthesize it. (3) Given the product [F:27][C:26]([F:29])([F:28])[C:23]1[CH:24]=[CH:25][C:20]([N:30]2[CH:34]=[CH:33][C:32]([C:35]([O:37][CH3:38])=[O:36])=[N:31]2)=[CH:21][CH:22]=1, predict the reactants needed to synthesize it. The reactants are: CN[C@H]1CCCC[C@@H]1NC.P([O-])([O-])([O-])=O.[K+].[K+].[K+].I[C:20]1[CH:25]=[CH:24][C:23]([C:26]([F:29])([F:28])[F:27])=[CH:22][CH:21]=1.[NH:30]1[CH:34]=[CH:33][C:32]([C:35]([O:37][CH3:38])=[O:36])=[N:31]1. (4) Given the product [CH3:11][O:12][C:13](=[O:36])[CH2:14][CH:15]1[CH2:16][CH2:17][CH:18]([C:21]2[CH:22]=[CH:23][C:24]([C:2]3[CH:7]=[CH:6][C:5]([N+:8]([O-:10])=[O:9])=[CH:4][N:3]=3)=[CH:25][CH:26]=2)[CH2:19][CH2:20]1, predict the reactants needed to synthesize it. The reactants are: Br[C:2]1[CH:7]=[CH:6][C:5]([N+:8]([O-:10])=[O:9])=[CH:4][N:3]=1.[CH3:11][O:12][C:13](=[O:36])[CH2:14][CH:15]1[CH2:20][CH2:19][CH:18]([C:21]2[CH:26]=[CH:25][C:24](B3OC(C)(C)C(C)(C)O3)=[CH:23][CH:22]=2)[CH2:17][CH2:16]1.C(=O)([O-])[O-].[K+].[K+]. (5) Given the product [NH2:1][C:2]1[C:3]([C:9]([N:12]2[CH2:15][CH2:14][CH2:13]2)=[O:11])=[N:4][C:5]([CH3:8])=[CH:6][CH:7]=1, predict the reactants needed to synthesize it. The reactants are: [NH2:1][C:2]1[C:3]([C:9]([OH:11])=O)=[N:4][C:5]([CH3:8])=[CH:6][CH:7]=1.[NH:12]1[CH2:15][CH2:14][CH2:13]1.CN(C(ON1N=NC2C=CC=NC1=2)=[N+](C)C)C.F[P-](F)(F)(F)(F)F.CN1CCOCC1.